This data is from Catalyst prediction with 721,799 reactions and 888 catalyst types from USPTO. The task is: Predict which catalyst facilitates the given reaction. (1) Reactant: [O:1]1[C:5]2=[CH:6][N:7]=[CH:8][CH:9]=[C:4]2[CH:3]=[C:2]1[C:10]([OH:12])=O.C1C=CC2N(O)N=NC=2C=1.CCN=C=NCCCN(C)C.CCN(C(C)C)C(C)C.[CH2:43]([N:47]1[CH2:52][CH2:51][CH:50]([S:53]([C:55]2[CH:62]=[CH:61][C:58]([CH2:59][NH2:60])=[CH:57][CH:56]=2)=[O:54])[CH2:49][CH2:48]1)[CH:44]([CH3:46])[CH3:45]. Product: [CH2:43]([N:47]1[CH2:52][CH2:51][CH:50]([S:53]([C:55]2[CH:56]=[CH:57][C:58]([CH2:59][NH:60][C:10]([C:2]3[O:1][C:5]4=[CH:6][N:7]=[CH:8][CH:9]=[C:4]4[CH:3]=3)=[O:12])=[CH:61][CH:62]=2)=[O:54])[CH2:49][CH2:48]1)[CH:44]([CH3:46])[CH3:45]. The catalyst class is: 39. (2) Reactant: [F:1][C:2]1([F:17])[O:6][C:5]2[CH:7]=[CH:8][C:9]([C:11]3([C:14]([OH:16])=O)[CH2:13][CH2:12]3)=[CH:10][C:4]=2[O:3]1.CN(C(ON1N=NC2C=CC=NC1=2)=[N+](C)C)C.F[P-](F)(F)(F)(F)F.Cl.[CH3:43][O:44][C:45]1[CH:54]=[C:53]2[C:48]([CH:49]([NH2:61])[CH2:50][CH:51]([C:55]3[CH:60]=[CH:59][CH:58]=[CH:57][CH:56]=3)[O:52]2)=[CH:47][CH:46]=1. Product: [F:17][C:2]1([F:1])[O:6][C:5]2[CH:7]=[CH:8][C:9]([C:11]3([C:14]([NH:61][CH:49]4[C:48]5[C:53](=[CH:54][C:45]([O:44][CH3:43])=[CH:46][CH:47]=5)[O:52][CH:51]([C:55]5[CH:60]=[CH:59][CH:58]=[CH:57][CH:56]=5)[CH2:50]4)=[O:16])[CH2:12][CH2:13]3)=[CH:10][C:4]=2[O:3]1. The catalyst class is: 44. (3) Reactant: ClC1N=C(N2CCOCC2)C2SC(CN3C[C@@H](C)N(CC4C=CC=CN=4)[C@@H](C)C3)=CC=2N=1.[CH3:33][C@H:34]1[CH2:39][NH:38][CH2:37][C@@H:36]([CH3:40])[N:35]1[CH2:41][C:42]1[CH:47]=[CH:46][CH:45]=[CH:44][N:43]=1.[C:48]([O:52][C:53](N1C[C@H](C)N[C@H](C)C1)=[O:54])([CH3:51])([CH3:50])[CH3:49].Br.BrCC1C=CC=CN=1.C(=O)([O-])[O-].[K+].[K+]. Product: [C:48]([O:52][C:53]([N:38]1[CH2:39][C@@H:34]([CH3:33])[N:35]([CH2:41][C:42]2[CH:47]=[CH:46][CH:45]=[CH:44][N:43]=2)[C@@H:36]([CH3:40])[CH2:37]1)=[O:54])([CH3:51])([CH3:50])[CH3:49]. The catalyst class is: 496. (4) Reactant: [H-].[Na+].[Br:3][C:4]1[N:5]=[C:6]([CH:10]2[CH2:13][CH2:12][CH2:11]2)[NH:7][C:8]=1[Br:9].[CH3:14][Si:15]([CH2:18][CH2:19][O:20][CH2:21]Cl)([CH3:17])[CH3:16]. Product: [Br:9][C:8]1[N:7]=[C:6]([CH:10]2[CH2:13][CH2:12][CH2:11]2)[N:5]([CH2:21][O:20][CH2:19][CH2:18][Si:15]([CH3:17])([CH3:16])[CH3:14])[C:4]=1[Br:3]. The catalyst class is: 1. (5) Reactant: Br[CH2:2][C:3](=O)[CH:4]([C:13]1[CH:18]=[CH:17][C:16]([O:19][CH3:20])=[CH:15][CH:14]=1)[CH2:5][C:6]1[CH:11]=[CH:10][C:9]([Br:12])=[CH:8][CH:7]=1.[CH3:22][NH2:23].Br.C(S[C:28](=[NH:30])[NH2:29])C.[OH-].[Na+]. Product: [Br:12][C:9]1[CH:10]=[CH:11][C:6]([CH2:5][CH:4]([C:3]2[N:30]=[C:28]([NH2:29])[N:23]([CH3:22])[CH:2]=2)[C:13]2[CH:18]=[CH:17][C:16]([O:19][CH3:20])=[CH:15][CH:14]=2)=[CH:7][CH:8]=1. The catalyst class is: 5. (6) Reactant: C([O:3][C:4]([C:6]1[S:10][C:9]2=[CH:11][N:12]=[C:13]([CH3:14])[N:8]2[N:7]=1)=O)C.O.[NH2:16][NH2:17]. Product: [CH3:14][C:13]1[N:8]2[C:9]([S:10][C:6]([C:4]([NH:16][NH2:17])=[O:3])=[N:7]2)=[CH:11][N:12]=1. The catalyst class is: 1.